Dataset: Catalyst prediction with 721,799 reactions and 888 catalyst types from USPTO. Task: Predict which catalyst facilitates the given reaction. (1) Reactant: [NH:1]([C:38]([O:40][C:41]([CH3:44])([CH3:43])[CH3:42])=[O:39])[C@@H:2]([C:12]([NH:14][C@H:15]([C:20]([N:22]1[CH2:37][CH2:36][CH2:35][CH2:34][CH:23]1[C:24]([O:26]CC1C=CC=CC=1)=[O:25])=[O:21])[C@H:16]([CH2:18][CH3:19])[CH3:17])=[O:13])[CH2:3][C:4]1[CH:9]=[CH:8][C:7]([O:10][CH3:11])=[CH:6][CH:5]=1. Product: [NH:1]([C:38]([O:40][C:41]([CH3:43])([CH3:42])[CH3:44])=[O:39])[C@@H:2]([C:12]([NH:14][C@H:15]([C:20]([N:22]1[CH2:37][CH2:36][CH2:35][CH2:34][CH:23]1[C:24]([OH:26])=[O:25])=[O:21])[C@H:16]([CH2:18][CH3:19])[CH3:17])=[O:13])[CH2:3][C:4]1[CH:9]=[CH:8][C:7]([O:10][CH3:11])=[CH:6][CH:5]=1. The catalyst class is: 19. (2) Reactant: [CH3:1][O:2][C:3]1[CH:12]=[C:11]2[C:6]([CH:7]=[CH:8][CH:9]=[C:10]2[CH2:13][C:14]([NH2:16])=O)=[CH:5][CH:4]=1.C1COCC1.FC(F)(F)C(OC(=O)C(F)(F)F)=O. Product: [CH3:1][O:2][C:3]1[CH:12]=[C:11]2[C:6]([CH:7]=[CH:8][CH:9]=[C:10]2[CH2:13][C:14]#[N:16])=[CH:5][CH:4]=1. The catalyst class is: 66. (3) Reactant: [CH2:1]([C:3]1([CH2:8][CH2:9][CH2:10][CH2:11][CH2:12][CH:13]([C:15]2[N:16](COCC[Si](C)(C)C)[CH:17]=[C:18]([C:20]3[CH:29]=[CH:28][C:27]4[C:22](=[CH:23][CH:24]=[CH:25][CH:26]=4)[CH:21]=3)[N:19]=2)[OH:14])OCC[O:4]1)[CH3:2]. Product: [OH:14][CH:13]([C:15]1[NH:19][C:18]([C:20]2[CH:29]=[CH:28][C:27]3[C:22](=[CH:23][CH:24]=[CH:25][CH:26]=3)[CH:21]=2)=[CH:17][N:16]=1)[CH2:12][CH2:11][CH2:10][CH2:9][CH2:8][C:3](=[O:4])[CH2:1][CH3:2]. The catalyst class is: 137. (4) Reactant: [NH2:1][C:2]1[C:11]2[N:12]=[C:13]([CH2:20][NH:21][O:22][CH3:23])[N:14]([CH2:15][C:16]([CH3:19])([OH:18])[CH3:17])[C:10]=2[C:9]2[N:8]=[CH:7][C:6](Br)=[CH:5][C:4]=2[N:3]=1.[N:25]1[CH:30]=[CH:29][CH:28]=[C:27](B(O)O)[CH:26]=1.C(=O)([O-])[O-].[K+].[K+]. Product: [NH2:1][C:2]1[C:11]2[N:12]=[C:13]([CH2:20][NH:21][O:22][CH3:23])[N:14]([CH2:15][C:16]([CH3:19])([OH:18])[CH3:17])[C:10]=2[C:9]2[N:8]=[CH:7][C:6]([C:27]3[CH:26]=[N:25][CH:30]=[CH:29][CH:28]=3)=[CH:5][C:4]=2[N:3]=1. The catalyst class is: 149. (5) Reactant: [NH2:1][C:2]1[C:7]([N+:8]([O-:10])=[O:9])=[CH:6][CH:5]=[CH:4][C:3]=1[OH:11].[C:12](OCC)(OCC)(OCC)[CH2:13][CH3:14].C1(C)C=CC(S(O)(=O)=O)=CC=1.NC1C=CC=CC=1O. Product: [CH2:13]([C:14]1[O:11][C:3]2[CH:4]=[CH:5][CH:6]=[C:7]([N+:8]([O-:10])=[O:9])[C:2]=2[N:1]=1)[CH3:12]. The catalyst class is: 11. (6) Reactant: F[P-](F)(F)(F)(F)F.N1(OC(N(C)C)=[N+](C)C)C2N=CC=CC=2N=N1.C(N(C(C)C)CC)(C)C.[NH:34]1[CH2:38][CH2:37][CH2:36][CH2:35]1.[C:39]([O:43][C:44]([N:46]1[CH2:51][CH2:50][C@H:49]([CH3:52])[C@H:48]([C:53](O)=[O:54])[CH2:47]1)=[O:45])([CH3:42])([CH3:41])[CH3:40]. Product: [CH3:52][C@H:49]1[CH2:50][CH2:51][N:46]([C:44]([O:43][C:39]([CH3:41])([CH3:40])[CH3:42])=[O:45])[CH2:47][C@H:48]1[C:53]([N:34]1[CH2:38][CH2:37][CH2:36][CH2:35]1)=[O:54]. The catalyst class is: 4. (7) Reactant: [F:1][C@H:2]1[C@@H:7]([OH:8])[CH2:6][CH2:5][N:4]([C:9]([O:11][C:12]([CH3:15])([CH3:14])[CH3:13])=[O:10])[CH2:3]1.CC(C)([O-])C.[K+].F[C:23]1[CH:30]=[CH:29][C:28]([C:31]2[N:36]=[C:35]([NH:37][C:38]3[CH:43]=[CH:42][C:41]([N:44]4[CH2:49][CH2:48][N:47]([CH:50]5[CH2:53][O:52][CH2:51]5)[C@@H:46]([CH3:54])[CH2:45]4)=[CH:40][CH:39]=3)[N:34]=[CH:33][N:32]=2)=[CH:27][C:24]=1[C:25]#[N:26].O. Product: [C:25]([C:24]1[CH:27]=[C:28]([C:31]2[N:36]=[C:35]([NH:37][C:38]3[CH:43]=[CH:42][C:41]([N:44]4[CH2:49][CH2:48][N:47]([CH:50]5[CH2:51][O:52][CH2:53]5)[C@@H:46]([CH3:54])[CH2:45]4)=[CH:40][CH:39]=3)[N:34]=[CH:33][N:32]=2)[CH:29]=[CH:30][C:23]=1[O:8][C@H:7]1[CH2:6][CH2:5][N:4]([C:9]([O:11][C:12]([CH3:15])([CH3:14])[CH3:13])=[O:10])[CH2:3][C@H:2]1[F:1])#[N:26]. The catalyst class is: 1.